Task: Predict which catalyst facilitates the given reaction.. Dataset: Catalyst prediction with 721,799 reactions and 888 catalyst types from USPTO (1) Reactant: [C:1]([C:4]1[CH:12]=[CH:11][C:7]([C:8]([OH:10])=[O:9])=[CH:6][CH:5]=1)(=[O:3])[CH3:2].[S:13]1[C:17]([C:18]2[C:19]([O:28][CH3:29])=[CH:20][C:21]([O:26][CH3:27])=[C:22]([CH:25]=2)[CH:23]=O)=[CH:16][C:15]2[CH:30]=[CH:31][CH:32]=[CH:33][C:14]1=2.[OH-].[Na+]. Product: [S:13]1[C:17]([C:18]2[C:19]([O:28][CH3:29])=[CH:20][C:21]([O:26][CH3:27])=[C:22](/[CH:23]=[CH:2]/[C:1]([C:4]3[CH:12]=[CH:11][C:7]([C:8]([OH:10])=[O:9])=[CH:6][CH:5]=3)=[O:3])[CH:25]=2)=[CH:16][C:15]2[CH:30]=[CH:31][CH:32]=[CH:33][C:14]1=2. The catalyst class is: 35. (2) Reactant: [N:1]1([NH2:6])[CH:5]=[CH:4][CH:3]=[CH:2]1.[CH:7](=O)[CH2:8][CH2:9][CH2:10][CH3:11]. Product: [CH:7](=[N:6]/[N:1]1[CH:5]=[CH:4][CH:3]=[CH:2]1)\[CH2:8][CH2:9][CH2:10][CH3:11]. The catalyst class is: 8. (3) Reactant: [CH3:1][N:2]1[CH:6]=[C:5]([NH:7][C:8]2[N:9]=[C:10]([NH:25][C@H:26]3[CH2:29][C@H:28]([NH:30]C(=O)OC(C)(C)C)[CH2:27]3)[C:11]3[CH:16]=[CH:15][N:14]([CH2:17][O:18][CH2:19][CH2:20][Si:21]([CH3:24])([CH3:23])[CH3:22])[C:12]=3[N:13]=2)[CH:4]=[N:3]1.Cl.O1CCOCC1. Product: [NH2:30][C@H:28]1[CH2:27][C@H:26]([NH:25][C:10]2[C:11]3[CH:16]=[CH:15][N:14]([CH2:17][O:18][CH2:19][CH2:20][Si:21]([CH3:24])([CH3:23])[CH3:22])[C:12]=3[N:13]=[C:8]([NH:7][C:5]3[CH:4]=[N:3][N:2]([CH3:1])[CH:6]=3)[N:9]=2)[CH2:29]1. The catalyst class is: 2. (4) Reactant: [F:1][C:2]([F:42])([F:41])[C:3]1[CH:4]=[C:5]([CH:34]=[C:35]([C:37]([F:40])([F:39])[F:38])[CH:36]=1)[CH2:6][C:7]1[C:12]([CH2:13][CH2:14][C:15]([O:17][CH3:18])=[O:16])=[CH:11][N:10]=[C:9]([NH:19][C@@H:20]2[C:29]3[C:24](=[CH:25][CH:26]=[C:27]([O:30][CH3:31])[N:28]=3)[NH:23][C@H:22]([CH2:32][CH3:33])[CH2:21]2)[N:8]=1.C(N([CH2:48][CH3:49])CC)C.ClC(Cl)([O:53][C:54](=O)[O:55]C(Cl)(Cl)Cl)Cl.[OH2:62]. Product: [OH:62][CH2:48][CH2:49][O:55][C:54]([N:23]1[C:24]2[C:29](=[N:28][C:27]([O:30][CH3:31])=[CH:26][CH:25]=2)[C@@H:20]([NH:19][C:9]2[N:8]=[C:7]([CH2:6][C:5]3[CH:34]=[C:35]([C:37]([F:39])([F:38])[F:40])[CH:36]=[C:3]([C:2]([F:1])([F:41])[F:42])[CH:4]=3)[C:12]([CH2:13][CH2:14][C:15]([O:17][CH3:18])=[O:16])=[CH:11][N:10]=2)[CH2:21][C@H:22]1[CH2:32][CH3:33])=[O:53]. The catalyst class is: 2.